From a dataset of Reaction yield outcomes from USPTO patents with 853,638 reactions. Predict the reaction yield, written as a fraction of the theoretical maximum amount of product (1.0 means a 100% yield; for example, 0.34 means a 34% yield). (1) The reactants are [O:1]([C@H:9]([CH3:16])[CH2:10][C:11](OCC)=[O:12])[Si:2]([C:5]([CH3:8])([CH3:7])[CH3:6])([CH3:4])[CH3:3].[H-].C([Al+]CC(C)C)C(C)C.CO. The catalyst is ClCCl. The product is [O:1]([C@H:9]([CH3:16])[CH2:10][CH2:11][OH:12])[Si:2]([C:5]([CH3:6])([CH3:7])[CH3:8])([CH3:4])[CH3:3]. The yield is 0.830. (2) The reactants are O.NN.O=C1C2C(=CC=CC=2)C(=O)[N:6]1[C:15]1[N:16]=[N:17][N:18]([CH2:20][CH:21]([F:36])[CH2:22][CH2:23][N:24]2[CH:28]=[C:27]([C:29]([O:31][C:32]([CH3:35])([CH3:34])[CH3:33])=[O:30])[N:26]=[N:25]2)[CH:19]=1. The yield is 0.700. The product is [NH2:6][C:15]1[N:16]=[N:17][N:18]([CH2:20][CH:21]([F:36])[CH2:22][CH2:23][N:24]2[CH:28]=[C:27]([C:29]([O:31][C:32]([CH3:34])([CH3:33])[CH3:35])=[O:30])[N:26]=[N:25]2)[CH:19]=1. The catalyst is CO.